This data is from Forward reaction prediction with 1.9M reactions from USPTO patents (1976-2016). The task is: Predict the product of the given reaction. (1) Given the reactants Cl.[NH2:2][C@H:3]([CH2:8][C:9]([O:11][CH3:12])=[O:10])[C:4]([O:6][CH3:7])=[O:5].C(=O)(O)[O-].[Na+].Cl[C:19]1[C:24]([N+:25]([O-:27])=[O:26])=[CH:23][CH:22]=[C:21]([Cl:28])[N:20]=1, predict the reaction product. The product is: [Cl:28][C:21]1[N:20]=[C:19]([NH:2][C@H:3]([CH2:8][C:9]([O:11][CH3:12])=[O:10])[C:4]([O:6][CH3:7])=[O:5])[C:24]([N+:25]([O-:27])=[O:26])=[CH:23][CH:22]=1. (2) Given the reactants Cl[C:2]1[N:20]=[C:5]2[C:6]([C:10]3[CH:15]=[CH:14][C:13]([P:16]([CH3:19])([CH3:18])=[O:17])=[CH:12][CH:11]=3)=[CH:7][CH:8]=[CH:9][N:4]2[N:3]=1.[NH2:21][C:22]1[CH:23]=[C:24]([N:28]2[CH2:33][CH2:32][N:31]([CH3:34])[CH2:30][C:29]2=[O:35])[CH:25]=[CH:26][CH:27]=1.C1(P(C2CCCCC2)C2C=CC=CC=2C2C=CC=CC=2P(C2CCCCC2)C2CCCCC2)CCCCC1, predict the reaction product. The product is: [CH3:18][P:16]([CH3:19])([C:13]1[CH:14]=[CH:15][C:10]([C:6]2[C:5]3[N:4]([N:3]=[C:2]([NH:21][C:22]4[CH:23]=[C:24]([N:28]5[CH2:33][CH2:32][N:31]([CH3:34])[CH2:30][C:29]5=[O:35])[CH:25]=[CH:26][CH:27]=4)[N:20]=3)[CH:9]=[CH:8][CH:7]=2)=[CH:11][CH:12]=1)=[O:17]. (3) Given the reactants [OH-].[Na+].[C:3]([C:5]1[CH:10]=[CH:9][C:8]([C:11]2[CH:16]=[CH:15][N:14]=[CH:13][C:12]=2[S:17][C:18]([CH3:25])([CH3:24])[C:19]([O:21]CC)=[O:20])=[CH:7][CH:6]=1)#[N:4], predict the reaction product. The product is: [C:3]([C:5]1[CH:6]=[CH:7][C:8]([C:11]2[CH:16]=[CH:15][N:14]=[CH:13][C:12]=2[S:17][C:18]([CH3:25])([CH3:24])[C:19]([OH:21])=[O:20])=[CH:9][CH:10]=1)#[N:4]. (4) Given the reactants [NH2:1][C:2]1[C:3]([C:25]#[C:26][CH2:27][NH:28][C:29](=[O:31])[O-:30])=[N:4][CH:5]=[N:6][C:7]=1[NH:8][C:9]1[CH:14]=[CH:13][C:12]([O:15][CH2:16][C:17]2[CH:22]=[CH:21][CH:20]=[C:19]([F:23])[CH:18]=2)=[C:11]([Cl:24])[CH:10]=1, predict the reaction product. The product is: [C:17]([O:31][C:29](=[O:30])[NH:28][CH2:27][C:26]1[NH:1][C:2]2[C:7]([NH:8][C:9]3[CH:14]=[CH:13][C:12]([O:15][CH2:16][C:17]4[CH:22]=[CH:21][CH:20]=[C:19]([F:23])[CH:18]=4)=[C:11]([Cl:24])[CH:10]=3)=[N:6][CH:5]=[N:4][C:3]=2[CH:25]=1)([CH3:22])([CH3:18])[CH3:16]. (5) Given the reactants C([O:8][C:9]1[CH:10]=[C:11]([N:15]2[C:21](=[O:22])[CH2:20][C:19](=[O:23])[NH:18][C:17]3[C:24]4[CH2:25][CH2:26][CH2:27][CH2:28][C:29]=4[CH:30]=[CH:31][C:16]2=3)[CH:12]=[CH:13][CH:14]=1)C1C=CC=CC=1, predict the reaction product. The product is: [OH:8][C:9]1[CH:10]=[C:11]([N:15]2[C:21](=[O:22])[CH2:20][C:19](=[O:23])[NH:18][C:17]3[C:24]4[CH2:25][CH2:26][CH2:27][CH2:28][C:29]=4[CH:30]=[CH:31][C:16]2=3)[CH:12]=[CH:13][CH:14]=1. (6) Given the reactants [CH3:1][O:2][C:3]1[CH:22]=[CH:21][C:6]([CH2:7][C@@H:8]2[C:12]3=[N:13][C:14]4[CH:19]=[CH:18][CH:17]=[CH:16][C:15]=4[N:11]3[C:10](=[O:20])[NH:9]2)=[CH:5][CH:4]=1.[O:23]1[CH2:28][CH2:27][N:26]([CH2:29][CH:30]([C:32]2[CH:37]=[CH:36][CH:35]=[CH:34][CH:33]=2)[NH2:31])[CH2:25][CH2:24]1.C(O)(C(F)(F)F)=O, predict the reaction product. The product is: [NH:11]1[C:15]2[CH:16]=[CH:17][CH:18]=[CH:19][C:14]=2[N:13]=[C:12]1[C@H:8]([NH:9][C:10]([NH:31][CH:30]([C:32]1[CH:37]=[CH:36][CH:35]=[CH:34][CH:33]=1)[CH2:29][N:26]1[CH2:25][CH2:24][O:23][CH2:28][CH2:27]1)=[O:20])[CH2:7][C:6]1[CH:21]=[CH:22][C:3]([O:2][CH3:1])=[CH:4][CH:5]=1.